From a dataset of Reaction yield outcomes from USPTO patents with 853,638 reactions. Predict the reaction yield, written as a fraction of the theoretical maximum amount of product (1.0 means a 100% yield; for example, 0.34 means a 34% yield). (1) The reactants are [NH2:1][C:2]1[C:7]([N+:8]([O-:10])=[O:9])=[CH:6][N:5]=[C:4](Cl)[CH:3]=1.Cl.[CH3:13][NH:14][CH3:15].C(N(CC)CC)C. The catalyst is C(O)C. The product is [CH3:13][N:14]([CH3:15])[C:4]1[CH:3]=[C:2]([NH2:1])[C:7]([N+:8]([O-:10])=[O:9])=[CH:6][N:5]=1. The yield is 1.14. (2) The reactants are [CH3:1][S:2]([OH:5])(=[O:4])=[O:3].C(OC([NH:13][C@@H:14]([CH2:30][C:31]1[CH:36]=[CH:35][C:34]([OH:37])=[C:33]([OH:38])[CH:32]=1)[C:15]([O:17][CH2:18][C@H:19]([O:21][C:22]([C:24]1[CH:29]=[CH:28][CH:27]=[CH:26][CH:25]=1)=[O:23])[CH3:20])=[O:16])=O)(C)(C)C.C(OC)(C)(C)C. The catalyst is O1CCOCC1. The product is [S:2]([OH:5])(=[O:4])(=[O:3])[CH3:1].[NH2:13][C@@H:14]([CH2:30][C:31]1[CH:36]=[CH:35][C:34]([OH:37])=[C:33]([OH:38])[CH:32]=1)[C:15]([O:17][CH2:18][C@H:19]([O:21][C:22]([C:24]1[CH:29]=[CH:28][CH:27]=[CH:26][CH:25]=1)=[O:23])[CH3:20])=[O:16]. The yield is 0.540. (3) The reactants are [F:1][C:2]1[CH:7]=[CH:6][CH:5]=[CH:4][C:3]=1[F:8].[Li]CCCC.[CH:14]([Si:17]([CH:34]([CH3:36])[CH3:35])([CH:31]([CH3:33])[CH3:32])[O:18][C@@H:19]1[C:25]2=[N:26][CH:27]=[CH:28][CH:29]=[C:24]2[CH2:23][C:22](=[O:30])[CH2:21][CH2:20]1)([CH3:16])[CH3:15]. The catalyst is O1CCCC1. The product is [F:1][C:2]1[C:3]([F:8])=[CH:4][CH:5]=[CH:6][C:7]=1[C@:22]1([OH:30])[CH2:21][CH2:20][C@H:19]([O:18][Si:17]([CH:31]([CH3:33])[CH3:32])([CH:34]([CH3:36])[CH3:35])[CH:14]([CH3:15])[CH3:16])[C:25]2=[N:26][CH:27]=[CH:28][CH:29]=[C:24]2[CH2:23]1. The yield is 0.790.